This data is from Catalyst prediction with 721,799 reactions and 888 catalyst types from USPTO. The task is: Predict which catalyst facilitates the given reaction. (1) Reactant: N[C:2]1[CH:7]=[C:6]([C:8]([F:11])([F:10])[F:9])[CH:5]=[CH:4][C:3]=1[S:12]([NH:15][C:16]1[CH:17]=[CH:18][C:19]([F:26])=[C:20]2[C:25]=1[N:24]=[CH:23][CH:22]=[CH:21]2)(=[O:14])=[O:13].N(OC(C)(C)C)=O. Product: [F:26][C:19]1[CH:18]=[C:17]2[C:16](=[C:25]3[C:20]=1[CH:21]=[CH:22][CH:23]=[N:24]3)[NH:15][S:12](=[O:13])(=[O:14])[C:3]1[C:2]2=[CH:7][C:6]([C:8]([F:10])([F:11])[F:9])=[CH:5][CH:4]=1. The catalyst class is: 52. (2) Reactant: [F:1][C:2]1[CH:23]=[CH:22][CH:21]=[C:20]([F:24])[C:3]=1[CH2:4][O:5][C:6]1[C:7]2[N:8]([C:13]([C:17](O)=[O:18])=[C:14]([CH3:16])[N:15]=2)[CH:9]=[C:10]([CH3:12])[CH:11]=1.CN(C(ON1N=NC2C=CC=NC1=2)=[N+](C)C)C.F[P-](F)(F)(F)(F)F.C(N(CC)C(C)C)(C)C.Cl.Cl.[CH3:60][C@:61]1([NH2:69])[CH2:65][CH2:64][C@@H:63]([NH2:66])[C:62]1([CH3:68])[CH3:67].C(O)(C(F)(F)F)=O. The catalyst class is: 3. Product: [NH2:69][C@@:61]1([CH3:60])[CH2:65][CH2:64][C@@H:63]([NH:66][C:17]([C:13]2[N:8]3[CH:9]=[C:10]([CH3:12])[CH:11]=[C:6]([O:5][CH2:4][C:3]4[C:20]([F:24])=[CH:21][CH:22]=[CH:23][C:2]=4[F:1])[C:7]3=[N:15][C:14]=2[CH3:16])=[O:18])[C:62]1([CH3:68])[CH3:67].